Dataset: Forward reaction prediction with 1.9M reactions from USPTO patents (1976-2016). Task: Predict the product of the given reaction. (1) Given the reactants FC(F)(F)C(O)=O.N1(C2C=CN=CC=2)CCC(CCN)CC1.C(OC([N:30]1[CH2:35][CH2:34][C:33]2([CH2:40][CH2:39][N:38]([C:41](=[O:59])[C:42]3[CH:47]=[CH:46][CH:45]=[C:44]([N:48]4[CH2:56][C:55]5[C:50](=[C:51]([Cl:57])[CH:52]=[CH:53][CH:54]=5)[C:49]4=[O:58])[CH:43]=3)[CH2:37][CH2:36]2)[CH2:32][CH2:31]1)=O)(C)(C)C, predict the reaction product. The product is: [Cl:57][C:51]1[CH:52]=[CH:53][CH:54]=[C:55]2[C:50]=1[C:49](=[O:58])[N:48]([C:44]1[CH:45]=[CH:46][CH:47]=[C:42]([C:41]([N:38]3[CH2:37][CH2:36][C:33]4([CH2:34][CH2:35][NH:30][CH2:31][CH2:32]4)[CH2:40][CH2:39]3)=[O:59])[CH:43]=1)[CH2:56]2. (2) Given the reactants [CH3:1][O:2][C:3]1[CH:8]=[CH:7][C:6]([CH2:9][OH:10])=[CH:5][CH:4]=1.[H-].[Na+].Br[CH2:14][CH2:15][C:16]([O:18][CH2:19][CH3:20])=[O:17], predict the reaction product. The product is: [CH3:1][O:2][C:3]1[CH:8]=[CH:7][C:6]([CH2:9][O:10][CH2:14][CH2:15][C:16]([O:18][CH2:19][CH3:20])=[O:17])=[CH:5][CH:4]=1. (3) The product is: [CH3:23][N:21]([CH3:22])[C:11]1[C:12]2[CH2:13][CH2:14][C:15]([CH3:20])([CH3:19])[CH2:16][C:17]=2[C:18]2[C:6]3[C:7](=[C:2]([NH:32][CH2:31][CH2:30][N:24]4[CH2:29][CH2:28][O:27][CH2:26][CH2:25]4)[N:3]=[CH:4][N:5]=3)[S:8][C:9]=2[N:10]=1. Given the reactants Cl[C:2]1[C:7]2[S:8][C:9]3[N:10]=[C:11]([N:21]([CH3:23])[CH3:22])[C:12]4[CH2:13][CH2:14][C:15]([CH3:20])([CH3:19])[CH2:16][C:17]=4[C:18]=3[C:6]=2[N:5]=[CH:4][N:3]=1.[N:24]1([CH2:30][CH2:31][NH2:32])[CH2:29][CH2:28][O:27][CH2:26][CH2:25]1, predict the reaction product. (4) Given the reactants [F:1][C:2]1[CH:7]=[C:6]([S:8][CH3:9])[C:5]([N+:10]([O-])=O)=[CH:4][C:3]=1[S:13]([NH:16][CH3:17])(=[O:15])=[O:14].[BH4-].[Na+], predict the reaction product. The product is: [NH2:10][C:5]1[C:6]([S:8][CH3:9])=[CH:7][C:2]([F:1])=[C:3]([S:13]([NH:16][CH3:17])(=[O:15])=[O:14])[CH:4]=1. (5) The product is: [O:15]=[C:13]1[CH:5]([C:3]#[N:4])[CH2:6][CH2:7][C:8]21[S:9][CH2:10][CH2:11][S:12]2. Given the reactants [H-].[Na+].[C:3]([CH2:5][CH2:6][CH2:7][C:8]1([C:13]([O:15]CC)=O)[S:12][CH2:11][CH2:10][S:9]1)#[N:4], predict the reaction product.